Task: Predict which catalyst facilitates the given reaction.. Dataset: Catalyst prediction with 721,799 reactions and 888 catalyst types from USPTO (1) Reactant: [N:1]1([CH2:6][CH2:7][O:8][C:9]2[CH:14]=[CH:13][C:12]([NH2:15])=[CH:11][CH:10]=2)[CH2:5][CH2:4][CH2:3][CH2:2]1.C(N(CC)CC)C.[CH:23]1([C:29](Cl)=[O:30])[CH2:28][CH2:27][CH2:26][CH2:25][CH2:24]1.C(=O)(O)[O-].[Na+]. Product: [N:1]1([CH2:6][CH2:7][O:8][C:9]2[CH:10]=[CH:11][C:12]([NH:15][C:29]([CH:23]3[CH2:28][CH2:27][CH2:26][CH2:25][CH2:24]3)=[O:30])=[CH:13][CH:14]=2)[CH2:5][CH2:4][CH2:3][CH2:2]1. The catalyst class is: 2. (2) Reactant: [C:1]([CH2:3][N:4]1[CH2:9][CH2:8][N:7]([C:10]([O:12][C:13]([CH3:16])([CH3:15])[CH3:14])=[O:11])[CH2:6][CH2:5]1)#[N:2].Cl.C(N(CC)CC)C.[N-:25]=[N+:26]=[N-:27].[Na+]. Product: [NH:25]1[C:1]([CH2:3][N:4]2[CH2:9][CH2:8][N:7]([C:10]([O:12][C:13]([CH3:16])([CH3:15])[CH3:14])=[O:11])[CH2:6][CH2:5]2)=[N:2][N:27]=[N:26]1. The catalyst class is: 11. (3) Reactant: [CH3:1][N:2](C)[C:3]1[CH:8]=[CH:7][CH:6]=[CH:5][CH:4]=1.FC(F)(F)S(O[C:16]1[CH:21]=[C:20]([F:22])[C:19]([F:23])=[CH:18][C:17]=1[Si](C)(C)C)(=O)=O.[F-].[K+].C1OCCOCCOCCOCCOCCOC1. Product: [F:23][C:19]1[CH:18]=[C:17]([CH:16]=[CH:21][C:20]=1[F:22])[N:2]([CH3:1])[C:3]1[CH:8]=[CH:7][CH:6]=[CH:5][CH:4]=1. The catalyst class is: 1. (4) Reactant: [Cl:1][C:2]1[N:7]=[CH:6][C:5]([C:8](OC)=[O:9])=[CH:4][C:3]=1[CH3:12].CC(C[AlH]CC(C)C)C. Product: [Cl:1][C:2]1[N:7]=[CH:6][C:5]([CH2:8][OH:9])=[CH:4][C:3]=1[CH3:12]. The catalyst class is: 2. (5) Reactant: [Br:1][C:2]1[CH:10]=[C:9]([F:11])[CH:8]=[C:7]2[C:3]=1[CH:4]=[CH:5][NH:6]2.[F:12][C:13]1[CH:14]=[C:15](B(O)O)[CH:16]=[CH:17][C:18]=1[O:19][CH2:20][C:21]1[CH:26]=[CH:25][CH:24]=[CH:23][CH:22]=1.C(N(CC)CC)C. Product: [Br:1][C:2]1[CH:10]=[C:9]([F:11])[CH:8]=[C:7]2[C:3]=1[CH:4]=[CH:5][N:6]2[C:15]1[CH:16]=[CH:17][C:18]([O:19][CH2:20][C:21]2[CH:22]=[CH:23][CH:24]=[CH:25][CH:26]=2)=[C:13]([F:12])[CH:14]=1. The catalyst class is: 221.